The task is: Predict the reaction yield, written as a fraction of the theoretical maximum amount of product (1.0 means a 100% yield; for example, 0.34 means a 34% yield).. This data is from Reaction yield outcomes from USPTO patents with 853,638 reactions. (1) The reactants are C(N(CC)CC)C.CN(C(ON1N=NC2C=CC=CC1=2)=[N+](C)C)C.[B-](F)(F)(F)F.[Cl:30][C:31]1[CH:38]=[C:37]([O:39][C:40]2[CH:45]=[CH:44][CH:43]=[CH:42][C:41]=2[Cl:46])[CH:36]=[CH:35][C:32]=1[CH2:33][NH2:34].[N:47]1[CH:52]=[C:51]([C:53]([NH:55][C:56]2([C:59](O)=[O:60])[CH2:58][CH2:57]2)=[O:54])[CH:50]=[N:49][CH:48]=1. The catalyst is O1CCCC1.CN(C=O)C. The product is [Cl:30][C:31]1[CH:38]=[C:37]([O:39][C:40]2[CH:45]=[CH:44][CH:43]=[CH:42][C:41]=2[Cl:46])[CH:36]=[CH:35][C:32]=1[CH2:33][NH:34][C:59]([C:56]1([NH:55][C:53]([C:51]2[CH:50]=[N:49][CH:48]=[N:47][CH:52]=2)=[O:54])[CH2:58][CH2:57]1)=[O:60]. The yield is 0.290. (2) The reactants are [Br:1][C:2]1[CH:3]=[C:4]([CH:8]2[CH2:17][C:16]([CH3:19])([CH3:18])[C:15]3[C:10](=[CH:11][CH:12]=[C:13]([C:20]#[N:21])[CH:14]=3)[NH:9]2)[CH:5]=[CH:6][CH:7]=1.[H-].[Na+].I[CH3:25]. The catalyst is CN(C)C=O. The product is [Br:1][C:2]1[CH:3]=[C:4]([CH:8]2[CH2:17][C:16]([CH3:18])([CH3:19])[C:15]3[C:10](=[CH:11][CH:12]=[C:13]([C:20]#[N:21])[CH:14]=3)[N:9]2[CH3:25])[CH:5]=[CH:6][CH:7]=1. The yield is 0.700. (3) The reactants are CS(C)=O.C(Cl)(=O)C(Cl)=O.[OH:11][CH:12]([C:24]([CH3:27])([CH3:26])[CH3:25])[CH2:13][CH:14]1[O:18][N:17]=[C:16]([C:19]([O:21][CH2:22][CH3:23])=[O:20])[CH2:15]1.C(N(CC)CC)C. The catalyst is ClCCl. The product is [CH3:26][C:24]([CH3:25])([CH3:27])[C:12](=[O:11])[CH2:13][CH:14]1[O:18][N:17]=[C:16]([C:19]([O:21][CH2:22][CH3:23])=[O:20])[CH2:15]1. The yield is 0.730. (4) The reactants are [Cl-].O[NH3+:3].[C:4](=[O:7])([O-])[OH:5].[Na+].CS(C)=O.[N:13]1([CH2:19][CH2:20][O:21][C@H:22]2[CH2:27][CH2:26][C@H:25]([N:28]3[C:33](=[O:34])[C:32]([CH2:35][C:36]4[CH:41]=[CH:40][C:39]([C:42]5[C:43]([C:48]#[N:49])=[CH:44][CH:45]=[CH:46][CH:47]=5)=[CH:38][CH:37]=4)=[C:31]([CH2:50][CH2:51][CH3:52])[N:30]4[N:53]=[CH:54][N:55]=[C:29]34)[CH2:24][CH2:23]2)[CH2:18][CH2:17][O:16][CH2:15][CH2:14]1. The catalyst is C(OCC)(=O)C. The product is [N:13]1([CH2:19][CH2:20][O:21][C@H:22]2[CH2:27][CH2:26][C@H:25]([N:28]3[C:33](=[O:34])[C:32]([CH2:35][C:36]4[CH:41]=[CH:40][C:39]([C:42]5[CH:47]=[CH:46][CH:45]=[CH:44][C:43]=5[C:48]5[NH:3][C:4](=[O:7])[O:5][N:49]=5)=[CH:38][CH:37]=4)=[C:31]([CH2:50][CH2:51][CH3:52])[N:30]4[N:53]=[CH:54][N:55]=[C:29]34)[CH2:24][CH2:23]2)[CH2:18][CH2:17][O:16][CH2:15][CH2:14]1. The yield is 0.590. (5) The reactants are [CH3:1][O:2][C:3]1[C:20]([O:21][CH3:22])=[CH:19][C:6]([C:7]([C:9]2[NH:13][N:12]=[N:11][C:10]=2[C:14]([O:16][CH2:17][CH3:18])=[O:15])=[O:8])=[C:5]([N+:23]([O-:25])=[O:24])[CH:4]=1.[OH2:26].[C:27]1([CH3:37])[CH:32]=CC(S(O)(=O)=O)=C[CH:28]=1.[C:38](N1C=CN=C1)(N1C=CN=C1)=[O:39].[CH:50]([OH:53])([CH3:52])[CH3:51]. The catalyst is C(Cl)Cl. The product is [CH:50]([O:53][C:38]([O:39][CH:32]([N:12]1[N:11]=[C:10]([C:14]([O:16][CH2:17][CH3:18])=[O:15])[C:9]([C:7](=[O:8])[C:6]2[CH:19]=[C:20]([O:21][CH3:22])[C:3]([O:2][CH3:1])=[CH:4][C:5]=2[N+:23]([O-:25])=[O:24])=[N:13]1)[CH:27]([CH3:28])[CH3:37])=[O:26])([CH3:52])[CH3:51]. The yield is 0.340. (6) The reactants are F[C:2]1[CH:3]=[C:4]([CH:7]=[CH:8][C:9]=1[N+:10]([O-:12])=[O:11])[C:5]#[N:6].[C:13]1([NH2:19])[CH:18]=[CH:17][CH:16]=[CH:15][CH:14]=1. The catalyst is CS(C)=O. The product is [N+:10]([C:9]1[CH:8]=[CH:7][C:4]([C:5]#[N:6])=[CH:3][C:2]=1[NH:19][C:13]1[CH:18]=[CH:17][CH:16]=[CH:15][CH:14]=1)([O-:12])=[O:11]. The yield is 0.980. (7) The reactants are [CH3:1][C:2]1[N:7]=[C:6]2[S:8][C:9]3[CH:14]=[CH:13][CH:12]=[CH:11][C:10]=3[C:5]2=[C:4]([C:15]2[CH:20]=[CH:19][C:18]([CH3:21])=[CH:17][CH:16]=2)[C:3]=1[CH:22]([CH2:27][CH2:28][CH3:29])[C:23]([O:25]C)=[O:24].[OH-].[Na+]. The catalyst is CO.C(O)C. The product is [CH3:1][C:2]1[N:7]=[C:6]2[S:8][C:9]3[CH:14]=[CH:13][CH:12]=[CH:11][C:10]=3[C:5]2=[C:4]([C:15]2[CH:20]=[CH:19][C:18]([CH3:21])=[CH:17][CH:16]=2)[C:3]=1[CH:22]([CH2:27][CH2:28][CH3:29])[C:23]([OH:25])=[O:24]. The yield is 0.260.